Task: Predict the reaction yield, written as a fraction of the theoretical maximum amount of product (1.0 means a 100% yield; for example, 0.34 means a 34% yield).. Dataset: Reaction yield outcomes from USPTO patents with 853,638 reactions (1) The reactants are [NH2:1][C:2]1[CH:7]=[CH:6][C:5]([N:8]2[C:14](=[O:15])[CH2:13][C:12](=[O:16])[NH:11][C:10]3[C:17]4[C:22]([CH:23]=[CH:24][C:9]2=3)=[CH:21][CH:20]=[CH:19][CH:18]=4)=[CH:4][CH:3]=1.[I:25][C:26]1[CH:34]=[CH:33][CH:32]=[CH:31][C:27]=1[C:28](Cl)=[O:29].C(NCC1C=CC(N2C(=O)CC(=O)NC3C4C(C=CC2=3)=CC=CC=4)=CC=1)(=O)C1C=CC=CC=1. No catalyst specified. The product is [I:25][C:26]1[CH:34]=[CH:33][CH:32]=[CH:31][C:27]=1[C:28]([NH:1][C:2]1[CH:7]=[CH:6][C:5]([N:8]2[C:14](=[O:15])[CH2:13][C:12](=[O:16])[NH:11][C:10]3[C:17]4[C:22]([CH:23]=[CH:24][C:9]2=3)=[CH:21][CH:20]=[CH:19][CH:18]=4)=[CH:4][CH:3]=1)=[O:29]. The yield is 0.310. (2) The reactants are [H-].[Na+].[CH2:3]([OH:15])[CH2:4][O:5][CH2:6][CH2:7][O:8][CH2:9][CH2:10][O:11][CH2:12][CH2:13]O.S([O-])(=O)(=O)C.[CH2:21]([O:28][CH2:29][CH2:30][O:31][CH2:32][CH2:33][O:34][CH2:35][CH2:36][O:37][CH2:38][CH2:39][OH:40])[C:22]1[CH:27]=[CH:26][CH:25]=[CH:24][CH:23]=1. The yield is 0.340. The catalyst is O1CCCC1. The product is [CH2:21]([O:28][CH2:29][CH2:30][O:31][CH2:32][CH2:33][O:34][CH2:35][CH2:36][O:37][CH2:38][CH2:39][O:40][CH2:13][CH2:12][O:11][CH2:10][CH2:9][O:8][CH2:7][CH2:6][O:5][CH2:4][CH2:3][OH:15])[C:22]1[CH:23]=[CH:24][CH:25]=[CH:26][CH:27]=1. (3) The reactants are [CH:1]1([NH:4][C:5](=[O:38])[C:6]2[CH:11]=[CH:10][C:9]([CH3:12])=[C:8]([NH:13][C:14](=[O:37])[C:15]3[CH:20]=[CH:19][C:18]([O:21][CH2:22][C:23]4[CH:28]=[CH:27][C:26]([O:29]CC5C=CC=CC=5)=[CH:25][N:24]=4)=[CH:17][CH:16]=3)[CH:7]=2)[CH2:3][CH2:2]1.[BrH:39]. The catalyst is C(O)(=O)C. The product is [BrH:39].[CH:1]1([NH:4][C:5](=[O:38])[C:6]2[CH:11]=[CH:10][C:9]([CH3:12])=[C:8]([NH:13][C:14](=[O:37])[C:15]3[CH:16]=[CH:17][C:18]([O:21][CH2:22][C:23]4[CH:28]=[CH:27][C:26]([OH:29])=[CH:25][N:24]=4)=[CH:19][CH:20]=3)[CH:7]=2)[CH2:2][CH2:3]1. The yield is 0.620. (4) The reactants are [Cl:1][C:2]1[CH:7]=[CH:6][C:5]([CH2:8][NH:9]C(=O)[O-])=[C:4]([C:13]2[CH:18]=[C:17]([OH:19])[N:16]=[CH:15][N:14]=2)[CH:3]=1.N[C@@H:21]1[C:37]2[CH:38]=[C:33]([CH:34]=[CH:35][N:36]=2)[C:32]2[N:31]([CH:39]([F:41])[F:40])[N:30]=[CH:29][C:28]=2[NH:27][C:26](=[O:42])[C@H:25]([CH3:43])[CH2:24][CH2:23][CH2:22]1.CN(C(ON1N=NC2C=CC=NC1=2)=[N+](C)C)C.F[P-](F)(F)(F)(F)F.C1CCN2C(=NCCC2)CC1. No catalyst specified. The product is [NH2:9][CH2:8][C:5]1[CH:6]=[CH:7][C:2]([Cl:1])=[CH:3][C:4]=1[C:13]1[N:14]=[CH:15][N:16]([C@@H:21]2[C:37]3[CH:38]=[C:33]([CH:34]=[CH:35][N:36]=3)[C:32]3[N:31]([CH:39]([F:40])[F:41])[N:30]=[CH:29][C:28]=3[NH:27][C:26](=[O:42])[C@H:25]([CH3:43])[CH2:24][CH2:23][CH2:22]2)[C:17](=[O:19])[CH:18]=1. The yield is 0.420. (5) The reactants are [F:1][C:2]1[C:11]2[O:10][CH2:9][CH:8]([NH:12][CH2:13][CH2:14][CH2:15][CH2:16][C:17]3[C:25]4[C:20](=[CH:21][CH:22]=[C:23]([F:26])[CH:24]=4)[NH:19][CH:18]=3)[CH2:7][C:6]=2[C:5]([C:27]([NH2:29])=[O:28])=[CH:4][CH:3]=1.[CH:30](=O)[CH3:31].C(O)(=O)C.C([BH3-])#N.[Na+]. The catalyst is CO.CCOC(C)=O.CO. The product is [CH2:30]([N:12]([CH2:13][CH2:14][CH2:15][CH2:16][C:17]1[C:25]2[C:20](=[CH:21][CH:22]=[C:23]([F:26])[CH:24]=2)[NH:19][CH:18]=1)[CH:8]1[CH2:7][C:6]2[C:5]([C:27]([NH2:29])=[O:28])=[CH:4][CH:3]=[C:2]([F:1])[C:11]=2[O:10][CH2:9]1)[CH3:31]. The yield is 0.690. (6) The reactants are [CH3:1][C:2]1[O:6][C:5]([C:7]([OH:9])=O)=[CH:4][C:3]=1[C:10]1[N:14]([CH3:15])[N:13]=[CH:12][CH:11]=1.[NH2:16][C@@H:17]([CH2:30][C:31]1[CH:36]=[CH:35][C:34]([F:37])=[CH:33][C:32]=1F)[CH2:18][N:19]1[C:27](=[O:28])[C:26]2[C:21](=[CH:22][CH:23]=[CH:24][CH:25]=2)[C:20]1=[O:29].C(N(CC)C(C)C)(C)C.[F:48][P-](F)(F)(F)(F)F.Br[P+](N1CCCC1)(N1CCCC1)N1CCCC1. The catalyst is C(Cl)Cl. The product is [F:48][C:33]1[CH:32]=[C:31]([CH2:30][C@H:17]([NH:16][C:7]([C:5]2[O:6][C:2]([CH3:1])=[C:3]([C:10]3[N:14]([CH3:15])[N:13]=[CH:12][CH:11]=3)[CH:4]=2)=[O:9])[CH2:18][N:19]2[C:27](=[O:28])[C:26]3[C:21](=[CH:22][CH:23]=[CH:24][CH:25]=3)[C:20]2=[O:29])[CH:36]=[CH:35][C:34]=1[F:37]. The yield is 0.370.